The task is: Predict the reaction yield, written as a fraction of the theoretical maximum amount of product (1.0 means a 100% yield; for example, 0.34 means a 34% yield).. This data is from Reaction yield outcomes from USPTO patents with 853,638 reactions. The reactants are Br[C:2]1[S:16][C:5]2[N:6]=[CH:7][N:8]=[C:9]([S:10][CH2:11][C:12]([O:14][CH3:15])=[O:13])[C:4]=2[C:3]=1[CH3:17].[CH2:18]([Zn]CC)[CH3:19]. The catalyst is CN(C=O)C. The product is [CH2:18]([C:2]1[S:16][C:5]2[N:6]=[CH:7][N:8]=[C:9]([S:10][CH2:11][C:12]([O:14][CH3:15])=[O:13])[C:4]=2[C:3]=1[CH3:17])[CH3:19]. The yield is 0.400.